From a dataset of Reaction yield outcomes from USPTO patents with 853,638 reactions. Predict the reaction yield, written as a fraction of the theoretical maximum amount of product (1.0 means a 100% yield; for example, 0.34 means a 34% yield). (1) The reactants are [Cl:1][C:2]1[CH:16]=[C:15]([N+:17]([O-])=O)[CH:14]=[CH:13][C:3]=1[O:4][CH2:5][C:6]1[CH:11]=[CH:10][CH:9]=[C:8]([CH3:12])[N:7]=1. The catalyst is C(O)(=O)C.[Fe]. The product is [Cl:1][C:2]1[CH:16]=[C:15]([CH:14]=[CH:13][C:3]=1[O:4][CH2:5][C:6]1[CH:11]=[CH:10][CH:9]=[C:8]([CH3:12])[N:7]=1)[NH2:17]. The yield is 0.880. (2) The reactants are [F:1][C:2]1[CH:7]=[CH:6][C:5]([CH2:8][C:9]#[N:10])=[CH:4][C:3]=1[O:11][CH2:12][C:13]([F:16])([F:15])[F:14].[NH4+].[OH-]. The catalyst is O1CCCC1. The product is [F:1][C:2]1[CH:7]=[CH:6][C:5]([CH2:8][CH2:9][NH2:10])=[CH:4][C:3]=1[O:11][CH2:12][C:13]([F:14])([F:16])[F:15]. The yield is 0.800. (3) The reactants are [C:1]1([C:7]2[O:8][CH:9]=[C:10]([CH2:12][CH2:13][OH:14])[N:11]=2)[CH:6]=[CH:5][CH:4]=[CH:3][CH:2]=1.[H-].[Na+].[CH2:17](Br)[C:18]1[CH:23]=[CH:22][CH:21]=[CH:20][CH:19]=1. The catalyst is C1COCC1.[I-].C([N+](CCCC)(CCCC)CCCC)CCC. The product is [CH2:17]([O:14][CH2:13][CH2:12][C:10]1[N:11]=[C:7]([C:1]2[CH:2]=[CH:3][CH:4]=[CH:5][CH:6]=2)[O:8][CH:9]=1)[C:18]1[CH:23]=[CH:22][CH:21]=[CH:20][CH:19]=1. The yield is 0.930. (4) The reactants are [Br:1][C:2]1[CH:3]=[C:4]2[C:8](=[CH:9][CH:10]=1)[C:7](=[O:11])[CH2:6][CH2:5]2.C[N+:13]1([O-])[CH2:18]COCC1.[CH3:20][Si:21](C#N)([CH3:23])[CH3:22]. The catalyst is C(Cl)Cl. The product is [Br:1][C:2]1[CH:3]=[C:4]2[C:8](=[CH:9][CH:10]=1)[C:7]([O:11][Si:21]([CH3:23])([CH3:22])[CH3:20])([C:18]#[N:13])[CH2:6][CH2:5]2. The yield is 0.860. (5) The reactants are [N+:1]([C:4]1[CH:9]=[CH:8][C:7]([CH2:10][C:11](Cl)=[O:12])=[CH:6][CH:5]=1)([O-:3])=[O:2].[NH2:14][C:15]1[CH:23]=[CH:22][CH:21]=[CH:20][C:16]=1[C:17]([OH:19])=[O:18].N1C=CC=CC=1. The catalyst is ClCCl. The yield is 0.880. The product is [N+:1]([C:4]1[CH:9]=[CH:8][C:7]([CH2:10][C:11]([NH:14][C:15]2[CH:23]=[CH:22][CH:21]=[CH:20][C:16]=2[C:17]([OH:19])=[O:18])=[O:12])=[CH:6][CH:5]=1)([O-:3])=[O:2]. (6) The reactants are Cl[C:2]1[CH:10]=[CH:9][CH:8]=[C:7]2[C:3]=1[C:4]([NH2:11])=[N:5][NH:6]2.[CH3:12][O:13][C:14]1[CH:19]=[CH:18][CH:17]=[CH:16][C:15]=1B(O)O.P([O-])([O-])([O-])=O.[K+].[K+].[K+]. The catalyst is C(O)C.O.C1(C)C=CC=CC=1. The product is [CH3:12][O:13][C:14]1[CH:19]=[CH:18][CH:17]=[CH:16][C:15]=1[C:2]1[CH:10]=[CH:9][CH:8]=[C:7]2[C:3]=1[C:4]([NH2:11])=[N:5][NH:6]2. The yield is 0.720. (7) The catalyst is O1CCCC1.[C+4].[OH-].[Pd+2].[OH-].[OH-].[OH-].[OH-].[OH-]. The reactants are [F:1][C:2]1[CH:30]=[C:29]([N+:31]([O-])=O)[CH:28]=[CH:27][C:3]=1[O:4][C:5]1[N:10]=[CH:9][N:8]=[C:7]([NH:11][C:12](=[O:26])[N:13]([CH3:25])[CH:14]2[CH2:19][CH2:18][N:17]([CH:20]3[CH2:23][N:22]([CH3:24])[CH2:21]3)[CH2:16][CH2:15]2)[CH:6]=1. The product is [NH2:31][C:29]1[CH:28]=[CH:27][C:3]([O:4][C:5]2[N:10]=[CH:9][N:8]=[C:7]([NH:11][C:12](=[O:26])[N:13]([CH3:25])[CH:14]3[CH2:15][CH2:16][N:17]([CH:20]4[CH2:21][N:22]([CH3:24])[CH2:23]4)[CH2:18][CH2:19]3)[CH:6]=2)=[C:2]([F:1])[CH:30]=1. The yield is 0.754. (8) The reactants are [CH2:1]([O:8][C:9]1[CH:16]=[CH:15][CH:14]=[C:13]([F:17])[C:10]=1[CH:11]=[O:12])[C:2]1[CH:7]=[CH:6][CH:5]=[CH:4][CH:3]=1.[Cl-].[NH4+]. The catalyst is C1COCC1. The product is [CH2:1]([O:8][C:9]1[CH:16]=[CH:15][CH:14]=[C:13]([F:17])[C:10]=1[CH:11]([C:14]1[CH:15]=[CH:16][C:9]([O:8][CH3:1])=[CH:10][CH:13]=1)[OH:12])[C:2]1[CH:3]=[CH:4][CH:5]=[CH:6][CH:7]=1. The yield is 0.850.